The task is: Predict the reactants needed to synthesize the given product.. This data is from Full USPTO retrosynthesis dataset with 1.9M reactions from patents (1976-2016). (1) Given the product [CH2:14]([N:21]([CH2:32][C:33]1[CH:38]=[CH:37][CH:36]=[CH:35][CH:34]=1)[C:22]1[N:27]=[C:26]2[C:28](=[CH:5][C:3]#[N:4])[CH2:29][CH2:30][C:25]2=[CH:24][CH:23]=1)[C:15]1[CH:20]=[CH:19][CH:18]=[CH:17][CH:16]=1, predict the reactants needed to synthesize it. The reactants are: [H-].[Na+].[C:3]([CH2:5]P(=O)(OCC)OCC)#[N:4].[CH2:14]([N:21]([CH2:32][C:33]1[CH:38]=[CH:37][CH:36]=[CH:35][CH:34]=1)[C:22]1[N:27]=[C:26]2[C:28](=O)[CH2:29][CH2:30][C:25]2=[CH:24][CH:23]=1)[C:15]1[CH:20]=[CH:19][CH:18]=[CH:17][CH:16]=1. (2) Given the product [F:1][C:2]1[C:7]([F:8])=[CH:6][C:5]([C:9]2[CH:10]=[CH:11][C:12]([O:15][CH2:16][C:17]3[CH:18]=[CH:19][CH:20]=[C:24]4[C:25]=3[CH:21]=[CH:22][N:23]4[CH:26]([CH3:31])[CH2:27][C:28]([OH:30])=[O:29])=[CH:13][CH:14]=2)=[C:4]([O:32][CH3:33])[CH:3]=1, predict the reactants needed to synthesize it. The reactants are: [F:1][C:2]1[C:7]([F:8])=[CH:6][C:5]([C:9]2[CH:14]=[CH:13][C:12]([O:15][CH2:16][C:17]3[CH:25]=[C:24]4[C:20]([CH:21]=[CH:22][N:23]4[CH:26]([CH3:31])[CH2:27][C:28]([OH:30])=[O:29])=[CH:19][CH:18]=3)=[CH:11][CH:10]=2)=[C:4]([O:32][CH3:33])[CH:3]=1.FC1C(F)=CC(C2C=CC(OCC3C=CC=C4C=3C=CN4)=CC=2)=C(OC)C=1.C(OC(=O)/C=C/C)C.